Task: Predict the reactants needed to synthesize the given product.. Dataset: Full USPTO retrosynthesis dataset with 1.9M reactions from patents (1976-2016) Given the product [ClH:27].[F:24][C:21]([F:22])([F:23])[O:20][C:17]1[CH:18]=[CH:19][C:14]([C:11]2([CH2:25][NH2:26])[CH2:10][CH2:9][NH:8][CH2:13][CH2:12]2)=[CH:15][CH:16]=1, predict the reactants needed to synthesize it. The reactants are: C(OC([N:8]1[CH2:13][CH2:12][C:11]([CH2:25][NH2:26])([C:14]2[CH:19]=[CH:18][C:17]([O:20][C:21]([F:24])([F:23])[F:22])=[CH:16][CH:15]=2)[CH2:10][CH2:9]1)=O)(C)(C)C.[ClH:27].